From a dataset of Peptide-MHC class II binding affinity with 134,281 pairs from IEDB. Regression. Given a peptide amino acid sequence and an MHC pseudo amino acid sequence, predict their binding affinity value. This is MHC class II binding data. (1) The peptide sequence is DSYKFIPTLVAAVKQ. The MHC is DRB1_0802 with pseudo-sequence DRB1_0802. The binding affinity (normalized) is 0.833. (2) The peptide sequence is SASVLSFMDKGIPFM. The MHC is HLA-DQA10501-DQB10402 with pseudo-sequence HLA-DQA10501-DQB10402. The binding affinity (normalized) is 0.437.